Dataset: Catalyst prediction with 721,799 reactions and 888 catalyst types from USPTO. Task: Predict which catalyst facilitates the given reaction. Reactant: Cl.[Cl:2][C:3]1[CH:4]=[C:5]([C:10]2[N:15]=[N:14][C:13]([N:16]3[CH2:25][CH2:24][C:19]4(OCC[O:20]4)[CH2:18][CH2:17]3)=[CH:12][CH:11]=2)[CH:6]=[CH:7][C:8]=1[Cl:9]. Product: [Cl:2][C:3]1[CH:4]=[C:5]([C:10]2[N:15]=[N:14][C:13]([N:16]3[CH2:17][CH2:18][C:19](=[O:20])[CH2:24][CH2:25]3)=[CH:12][CH:11]=2)[CH:6]=[CH:7][C:8]=1[Cl:9]. The catalyst class is: 801.